Predict which catalyst facilitates the given reaction. From a dataset of Catalyst prediction with 721,799 reactions and 888 catalyst types from USPTO. (1) Reactant: [Cl:1][C:2]1[CH:3]=[CH:4][CH:5]=[C:6]([CH:29]=1)[CH2:7][CH:8]1[CH2:14][NH:13][C:12](=[O:15])[CH2:11][N:10]([S:16]([C:19]2[CH:24]=[CH:23][C:22]([N+:25]([O-])=O)=[CH:21][CH:20]=2)(=[O:18])=[O:17])[C:9]1=[O:28]. Product: [NH2:25][C:22]1[CH:21]=[CH:20][C:19]([S:16]([N:10]2[C:9](=[O:28])[CH:8]([CH2:7][C:6]3[CH:5]=[CH:4][CH:3]=[C:2]([Cl:1])[CH:29]=3)[CH2:14][NH:13][C:12](=[O:15])[CH2:11]2)(=[O:18])=[O:17])=[CH:24][CH:23]=1. The catalyst class is: 663. (2) Reactant: Cl[C:2]([O:4][C:5]1[CH:10]=[CH:9][CH:8]=[CH:7][CH:6]=1)=[O:3].[C:11]([O:15][CH2:16][CH3:17])(=[O:14])[CH2:12][OH:13].C(N(C(C)C)CC)(C)C. Product: [C:5]1([O:4][C:2]([O:13][CH2:12][C:11]([O:15][CH2:16][CH3:17])=[O:14])=[O:3])[CH:10]=[CH:9][CH:8]=[CH:7][CH:6]=1. The catalyst class is: 11. (3) Reactant: [F:1][C:2]1[CH:7]=[CH:6][CH:5]=[C:4]([F:8])[C:3]=1[N:9]1[C:14]2[N:15]=[C:16]([NH:27][CH2:28][CH2:29][NH2:30])[N:17]=[C:18]([C:19]3[CH:24]=[CH:23][C:22]([F:25])=[CH:21][C:20]=3[CH3:26])[C:13]=2[CH:12]=[CH:11][C:10]1=[O:31].C(N(C(C)C)CC)(C)C.[CH3:41][S:42](Cl)(=[O:44])=[O:43]. Product: [F:1][C:2]1[CH:7]=[CH:6][CH:5]=[C:4]([F:8])[C:3]=1[N:9]1[C:14]2[N:15]=[C:16]([NH:27][CH2:28][CH2:29][NH:30][S:42]([CH3:41])(=[O:44])=[O:43])[N:17]=[C:18]([C:19]3[CH:24]=[CH:23][C:22]([F:25])=[CH:21][C:20]=3[CH3:26])[C:13]=2[CH:12]=[CH:11][C:10]1=[O:31]. The catalyst class is: 2. (4) Reactant: [F:1][C:2]([CH3:12])([CH3:11])[C:3]([C:5]1[CH:6]=[N:7][CH:8]=[CH:9][CH:10]=1)=[O:4].[BH4-].[Na+]. Product: [F:1][C:2]([CH3:12])([CH3:11])[CH:3]([C:5]1[CH:6]=[N:7][CH:8]=[CH:9][CH:10]=1)[OH:4]. The catalyst class is: 5. (5) Reactant: Br[CH2:2][C:3]1[CH:4]=[C:5]([CH:9]=[CH:10][CH:11]=1)[C:6]([OH:8])=[O:7].[C:12](=[S:15])([O-:14])[CH3:13].[K+]. Product: [C:12]([S:15][CH2:2][C:3]1[CH:4]=[C:5]([CH:9]=[CH:10][CH:11]=1)[C:6]([OH:8])=[O:7])(=[O:14])[CH3:13]. The catalyst class is: 8. (6) Reactant: [N+:1]([C:4]1[CH:9]=[CH:8][C:7]([N:10]2[CH2:14][CH2:13][CH:12]([NH:15][C:16](=[O:22])OC(C)(C)C)[CH2:11]2)=[CH:6][CH:5]=1)([O-])=O.P([O-])([O-])([O-])=O.[Na+].[Na+].[Na+].Cl[CH2:32][CH2:33][CH2:34]C(Cl)=O.[OH-].[Na+]. Product: [NH2:1][C:4]1[CH:5]=[CH:6][C:7]([N:10]2[CH2:14][CH2:13][C@@H:12]([N:15]3[CH2:34][CH2:33][CH2:32][C:16]3=[O:22])[CH2:11]2)=[CH:8][CH:9]=1. The catalyst class is: 47. (7) Reactant: [NH:1]1[CH2:4][CH2:3][C:2]1=[O:5].C([O-])([O-])=O.[K+].[K+].[C@@H]1(N)CCCC[C@H]1N.Br[C:21]1[CH:26]=[CH:25][C:24]([O:27][CH3:28])=[CH:23][CH:22]=1. Product: [CH3:28][O:27][C:24]1[CH:25]=[CH:26][C:21]([N:1]2[CH2:4][CH2:3][C:2]2=[O:5])=[CH:22][CH:23]=1. The catalyst class is: 321.